From a dataset of NCI-60 drug combinations with 297,098 pairs across 59 cell lines. Regression. Given two drug SMILES strings and cell line genomic features, predict the synergy score measuring deviation from expected non-interaction effect. Drug 1: CS(=O)(=O)C1=CC(=C(C=C1)C(=O)NC2=CC(=C(C=C2)Cl)C3=CC=CC=N3)Cl. Drug 2: C1=NC2=C(N1)C(=S)N=CN2. Cell line: SF-295. Synergy scores: CSS=17.9, Synergy_ZIP=-11.7, Synergy_Bliss=-4.68, Synergy_Loewe=-30.2, Synergy_HSA=-4.15.